Dataset: Forward reaction prediction with 1.9M reactions from USPTO patents (1976-2016). Task: Predict the product of the given reaction. (1) Given the reactants [F:1][C:2]1[CH:7]=[CH:6][C:5]([OH:8])=[C:4]([S:9]([N:12]2[CH2:17][CH2:16][O:15][CH2:14][CH2:13]2)(=[O:11])=[O:10])[CH:3]=1.[O:18](S(C(F)(F)F)(=O)=O)[S:19]([C:22]([F:25])([F:24])[F:23])(=O)=[O:20], predict the reaction product. The product is: [F:1][C:2]1[CH:7]=[CH:6][C:5]([O:8][S:19]([C:22]([F:25])([F:24])[F:23])(=[O:20])=[O:18])=[C:4]([S:9]([N:12]2[CH2:13][CH2:14][O:15][CH2:16][CH2:17]2)(=[O:10])=[O:11])[CH:3]=1. (2) Given the reactants [NH2:1][C:2]1[CH2:3][C:4]([C:17](=[O:26])[N:18]([CH2:22][CH2:23][CH2:24][OH:25])[CH2:19][CH2:20][CH3:21])=[CH:5][C:6]2[CH:12]=[CH:11][C:10]([C:13]([O:15][CH3:16])=[O:14])=[CH:9][C:7]=2[N:8]=1.[CH3:27][C:28]([O:31][C:32](O[C:32]([O:31][C:28]([CH3:30])([CH3:29])[CH3:27])=[O:33])=[O:33])([CH3:30])[CH3:29].O, predict the reaction product. The product is: [C:28]([O:31][C:32]([NH:1][C:2]1[CH2:3][C:4]([C:17](=[O:26])[N:18]([CH2:22][CH2:23][CH2:24][OH:25])[CH2:19][CH2:20][CH3:21])=[CH:5][C:6]2[CH:12]=[CH:11][C:10]([C:13]([O:15][CH3:16])=[O:14])=[CH:9][C:7]=2[N:8]=1)=[O:33])([CH3:30])([CH3:29])[CH3:27]. (3) Given the reactants ClC1C=CC(C2C=CN3[C:14](=[O:17])NN=C3C=2C2C=CN=CC=2)=CC=1.[Cl:24][C:25]1[CH:30]=[CH:29][C:28]([C:31]2[CH:36]=[CH:35][N:34]3[C:37](=[O:51])[N:38]([CH2:40][C:41]4[CH:46]=[CH:45][C:44](S(C)(=O)=O)=[CH:43][CH:42]=4)[N:39]=[C:33]3[C:32]=2[C:52]2[CH:57]=[CH:56][N:55]=[CH:54][CH:53]=2)=[CH:27][CH:26]=1, predict the reaction product. The product is: [Cl:24][C:25]1[CH:30]=[CH:29][C:28]([C:31]2[CH:36]=[CH:35][N:34]3[C:37](=[O:51])[N:38]([CH2:40][C:41]4[CH:46]=[CH:45][C:44]([O:17][CH3:14])=[CH:43][CH:42]=4)[N:39]=[C:33]3[C:32]=2[C:52]2[CH:57]=[CH:56][N:55]=[CH:54][CH:53]=2)=[CH:27][CH:26]=1. (4) Given the reactants Cl.Cl.[C:3]1([CH2:9][N:10]2[CH2:15][CH2:14][N:13]([CH2:16][C:17]3[CH:22]=[CH:21][CH:20]=[CH:19][CH:18]=3)[CH2:12][CH:11]2[C:23]([O:25][CH2:26][CH3:27])=[O:24])[CH:8]=[CH:7][CH:6]=[CH:5][CH:4]=1.C(=O)([O-])O.[Na+], predict the reaction product. The product is: [C:3]1([CH2:9][N:10]2[CH2:15][CH2:14][N:13]([CH2:16][C:17]3[CH:18]=[CH:19][CH:20]=[CH:21][CH:22]=3)[CH2:12][CH:11]2[C:23]([O:25][CH2:26][CH3:27])=[O:24])[CH:4]=[CH:5][CH:6]=[CH:7][CH:8]=1. (5) Given the reactants Cl[C:2]1[N:3]=[CH:4][C:5]2[CH:10]=[CH:9][N:8]([CH2:11][C:12]3[C:13]([N:18]([CH3:23])[S:19]([CH3:22])(=[O:21])=[O:20])=[N:14][CH:15]=[CH:16][CH:17]=3)[C:6]=2[N:7]=1.[NH2:24][C:25]1[N:30]=[CH:29][C:28]([N:31]2[CH2:36][CH2:35][N:34]([C:37]([O:39][C:40]([CH3:43])([CH3:42])[CH3:41])=[O:38])[C@@H:33]([CH3:44])[CH2:32]2)=[CH:27][CH:26]=1.C([O-])([O-])=O.[K+].[K+].CC(C1C=C(C(C)C)C(C2C=CC=CC=2P(C2CCCCC2)C2CCCCC2)=C(C(C)C)C=1)C, predict the reaction product. The product is: [CH3:44][C@H:33]1[CH2:32][N:31]([C:28]2[CH:29]=[N:30][C:25]([NH:24][C:2]3[N:3]=[CH:4][C:5]4[CH:10]=[CH:9][N:8]([CH2:11][C:12]5[C:13]([N:18]([CH3:23])[S:19]([CH3:22])(=[O:21])=[O:20])=[N:14][CH:15]=[CH:16][CH:17]=5)[C:6]=4[N:7]=3)=[CH:26][CH:27]=2)[CH2:36][CH2:35][N:34]1[C:37]([O:39][C:40]([CH3:41])([CH3:43])[CH3:42])=[O:38]. (6) Given the reactants [CH:1]([N:4]1[C:8]([C:9]([O:11]CC)=[O:10])=[CH:7][C:6]([C:14]2[S:15][CH:16]=[CH:17][CH:18]=2)=[N:5]1)([CH3:3])[CH3:2].[Li+].[OH-], predict the reaction product. The product is: [CH:1]([N:4]1[C:8]([C:9]([OH:11])=[O:10])=[CH:7][C:6]([C:14]2[S:15][CH:16]=[CH:17][CH:18]=2)=[N:5]1)([CH3:3])[CH3:2]. (7) Given the reactants FC(F)(F)C(O)=O.C(OC([N:15]1[CH2:21][CH2:20][CH2:19][N:18]([C:22]2[C:27]([CH2:28][NH:29][C:30]3[N:34]([C:35]4[CH:40]=[CH:39][CH:38]=[C:37]([Cl:41])[C:36]=4[Cl:42])[CH:33]=[N:32][N:31]=3)=[CH:26][CH:25]=[CH:24][N:23]=2)[CH2:17][CH2:16]1)=O)(C)(C)C, predict the reaction product. The product is: [N:18]1([C:22]2[C:27]([CH2:28][NH:29][C:30]3[N:34]([C:35]4[CH:40]=[CH:39][CH:38]=[C:37]([Cl:41])[C:36]=4[Cl:42])[CH:33]=[N:32][N:31]=3)=[CH:26][CH:25]=[CH:24][N:23]=2)[CH2:19][CH2:20][CH2:21][NH:15][CH2:16][CH2:17]1. (8) Given the reactants [CH3:1][C:2]1[C:3]([CH2:9][N:10]([CH2:28][C:29]2[C:34]([C:35]([C:38]3[CH:43]=[CH:42][C:41]([F:44])=[CH:40][CH:39]=3)([CH3:37])[CH3:36])=[CH:33][CH:32]=[CH:31][N:30]=2)[CH2:11][CH2:12][C:13]2[N:14]=[CH:15][N:16](S(C3C=CC(C)=CC=3)(=O)=O)[CH:17]=2)=[N:4][CH:5]=[C:6]([CH3:8])[CH:7]=1.C1C=CC2N(O)N=NC=2C=1, predict the reaction product. The product is: [CH3:1][C:2]1[C:3]([CH2:9][N:10]([CH2:28][C:29]2[C:34]([C:35]([C:38]3[CH:43]=[CH:42][C:41]([F:44])=[CH:40][CH:39]=3)([CH3:37])[CH3:36])=[CH:33][CH:32]=[CH:31][N:30]=2)[CH2:11][CH2:12][C:13]2[N:14]=[CH:15][NH:16][CH:17]=2)=[N:4][CH:5]=[C:6]([CH3:8])[CH:7]=1.